This data is from Peptide-MHC class I binding affinity with 185,985 pairs from IEDB/IMGT. The task is: Regression. Given a peptide amino acid sequence and an MHC pseudo amino acid sequence, predict their binding affinity value. This is MHC class I binding data. The peptide sequence is QTLQDPRVR. The MHC is HLA-A02:03 with pseudo-sequence HLA-A02:03. The binding affinity (normalized) is 0.